The task is: Binary Classification. Given two protein amino acid sequences, predict whether they physically interact or not.. This data is from Human Reference Interactome with 51,813 positive PPI pairs across 8,248 proteins, plus equal number of experimentally-validated negative pairs. (1) Protein 1 (ENSG00000154997) has sequence MAERTMAMPTQIPADGDTQKENNIRCLTTIGHFGFECLPNQLVSRSIRQGFTFNILCVGETGIGKSTLIDTLFNTNLKDNKSSHFYSNVGLQIQTYELQESNVQLKLTVVETVGYGDQIDKEASYQPIVDYIDAQFEAYLQEELKIKRSLFEYHDSRVHVCLYFISPTGHSLKSLDLLTMKNLDSKVNIIPLIAKADTISKNDLQTFKNKIMSELISNGIQIYQLPTDEETAAQANSSVSGLLPFAVVGSTDEVKVGKRMVRGRHYPWGVLQVENENHCDFVKLRDMLLCTNMENLKEKT.... Protein 2 (ENSG00000125319) has sequence MACSLQKLFAVEEEFEDEDFLSAVEDAENRFTGSLPVNAGRLRPVSSRPQETVQAQSSRLLLLHPTAPSEALGLPDLDLCLPASSTPSADSRPSCIGAAPLRPVSTSSSWIGNQRRVTVTEVLRETARPQSSALHPLLTFESQQQQVGGFEGPEQDEFDKVLASMELEEPGMELECGVSSEAIPILPAQQREGSVLAKKARVVDLSGSCQKGPVPAIHKAGIMSAQDESLDPVIQCRTPRPPLRPGAVGHLPVPTALTVPTQQLHWEVCPQRSPVQALQPLQAARGTIQSSPQNRFPCQP.... Result: 0 (the proteins do not interact). (2) Protein 1 (ENSG00000155329) has sequence MATPMHRLIARRQAEANKQHVRCQKCLEFGHWTYECTGKRKYLHRPSRTAELKKALKEKENRLLLQQSIGETNVERKAKKKRSKSVTSSSSSSSDSSASDSSSESEETSTSSSSEDSDTDESSSSSSSSASSTTSSSSSDSDSDSSSSSSSSTSTDSSSDDEPPKKKKKK*MATPMHRLIARRQAFDTELQPVKTFWILIQPSIVISEANKQHVRCQKCLEFGHWTYECTGKRKYLHRPSRTAELKKALKEKENRLLLQQSIGETNVERKAKKKSSSSSSSDSSASDSSSESEETSTSSS.... Protein 2 (ENSG00000126545) has sequence MRLLILTCLVAVALARPKLPLRYPERLQNPSESSEPIPLESREEYMNGMNRQRNILREKQTDEIKDTRNESTQNCVVAEPEKMESSISSSSEEMSLSKCAEQFCRLNEYNQLQLQAAHAQEQIRRMNENSHVQVPFQQLNQLAAYPYAVWYYPQIMQYVPFPPFSDISNPTAHENYEKNNVMLQW*MRLLILTCLVAVALARPKLPLRYPERLQNPSESSEPIPLESREEYMNGMNRRNILREKQTDEIKDTRNESTQNCVVAEPEKMESSISSSSEEQFCRLNEYNQLQLQAAHAQEQI.... Result: 0 (the proteins do not interact).